Predict the reactants needed to synthesize the given product. From a dataset of Full USPTO retrosynthesis dataset with 1.9M reactions from patents (1976-2016). (1) The reactants are: [F:1][C:2]([F:13])([F:12])[C:3]1[CH:7]=[CH:6][NH:5][C:4]=1[C:8]([O:10][CH3:11])=[O:9].[Cl:14][C:15]1[CH:20]=[CH:19][C:18](B(O)O)=[CH:17][CH:16]=1.N1C=CC=CC=1. Given the product [Cl:14][C:15]1[CH:20]=[CH:19][C:18]([N:5]2[CH:6]=[CH:7][C:3]([C:2]([F:1])([F:12])[F:13])=[C:4]2[C:8]([O:10][CH3:11])=[O:9])=[CH:17][CH:16]=1, predict the reactants needed to synthesize it. (2) Given the product [Cl:1][C:2]1[C:11]([CH2:12][C:13]2[CH:18]=[CH:17][C:16]([O:19][CH2:20][CH3:21])=[CH:15][CH:14]=2)=[CH:10][C:9]([C@H:22]2[C@H:27]([OH:28])[C@@H:26]([OH:36])[C@H:25]([OH:44])[C@@H:24]([CH2:52][OH:53])[O:23]2)=[C:8]2[C:3]=1[CH2:4][CH2:5][CH2:6][O:7]2, predict the reactants needed to synthesize it. The reactants are: [Cl:1][C:2]1[C:11]([CH2:12][C:13]2[CH:18]=[CH:17][C:16]([O:19][CH2:20][CH3:21])=[CH:15][CH:14]=2)=[CH:10][C:9]([C@H:22]2[C@H:27]([O:28]CC3C=CC=CC=3)[C@@H:26]([O:36]CC3C=CC=CC=3)[C@H:25]([O:44]CC3C=CC=CC=3)[C@@H:24]([CH2:52][O:53]CC3C=CC=CC=3)[O:23]2)=[C:8]2[C:3]=1[CH2:4][CH2:5][CH2:6][O:7]2. (3) Given the product [CH2:1]([O:3][C:4]1[CH:11]=[C:10]([C:12]2[CH:17]=[C:16]([N:18]3[CH2:22][CH2:21][CH2:20][C@H:19]3[CH2:23][CH3:24])[N:15]=[C:14]([NH:25][CH3:26])[N:13]=2)[CH:9]=[C:8]2[C:5]=1[C:6]([NH2:7])=[N:37][NH:38]2)[CH3:2], predict the reactants needed to synthesize it. The reactants are: [CH2:1]([O:3][C:4]1[CH:11]=[C:10]([C:12]2[CH:17]=[C:16]([N:18]3[CH2:22][CH2:21][CH2:20][C@H:19]3[CH2:23][CH3:24])[N:15]=[C:14]([NH:25][CH3:26])[N:13]=2)[CH:9]=[C:8](F)[C:5]=1[C:6]#[N:7])[CH3:2].CCN(C(C)C)C(C)C.[NH2:37][NH2:38]. (4) Given the product [C:31]([C:35]1[CH:40]=[CH:39][C:38]([C:25]2[CH:24]=[CH:23][C:22]([O:21][CH:14]([CH:15]3[CH2:20][CH2:19][CH2:18][CH2:17][CH2:16]3)[C:11]3[CH:12]=[CH:13][C:8]([C:7]([NH:6][CH2:5][CH2:4][C:3]([OH:2])=[O:30])=[O:29])=[CH:9][CH:10]=3)=[CH:27][CH:26]=2)=[CH:37][CH:36]=1)([CH3:34])([CH3:33])[CH3:32], predict the reactants needed to synthesize it. The reactants are: C[O:2][C:3](=[O:30])[CH2:4][CH2:5][NH:6][C:7](=[O:29])[C:8]1[CH:13]=[CH:12][C:11]([CH:14]([O:21][C:22]2[CH:27]=[CH:26][C:25](Br)=[CH:24][CH:23]=2)[CH:15]2[CH2:20][CH2:19][CH2:18][CH2:17][CH2:16]2)=[CH:10][CH:9]=1.[C:31]([C:35]1[CH:40]=[CH:39][C:38](B(O)O)=[CH:37][CH:36]=1)([CH3:34])([CH3:33])[CH3:32]. (5) Given the product [N:1]1([C:6]2[CH:11]=[CH:10][C:9]([O:12][CH2:15][CH2:16][N:17]3[CH2:22][CH2:21][CH2:20][CH2:19][CH2:18]3)=[CH:8][CH:7]=2)[CH:2]=[CH:3][CH:4]=[CH:5]1, predict the reactants needed to synthesize it. The reactants are: [N:1]1([C:6]2[CH:11]=[CH:10][C:9]([OH:12])=[CH:8][CH:7]=2)[CH:5]=[CH:4][CH:3]=[CH:2]1.Cl.Cl[CH2:15][CH2:16][N:17]1[CH2:22][CH2:21][CH2:20][CH2:19][CH2:18]1.C([O-])([O-])=O.[K+].[K+]. (6) Given the product [C:1]([C:5]1[CH:18]=[CH:17][C:16]2[C:7](=[C:8]3[C:13](=[C:14]([Cl:25])[N:15]=2)[CH:12]=[CH:11][C:10]([C:19]([CH3:22])([CH3:21])[CH3:20])=[CH:9]3)[CH:6]=1)([CH3:4])([CH3:3])[CH3:2], predict the reactants needed to synthesize it. The reactants are: [C:1]([CH:5]1[CH:18]=[CH:17][C:16]2[C:7](=[C:8]3[C:13](=[CH:14][N:15]=2)[CH:12]=[CH:11][C:10]([C:19]([CH3:22])([CH3:21])[CH3:20])=[CH:9]3)[C:6]1=O)([CH3:4])([CH3:3])[CH3:2].P(Cl)(Cl)(Cl)(Cl)[Cl:25].P(Cl)(Cl)(Cl)=O. (7) Given the product [ClH:51].[C:45]([C:43]1[O:42][N:41]=[C:40]([NH:39][C:37]([NH:36][C:33]2[CH:34]=[CH:35][C:30]([C:27]3[N:24]4[CH:25]=[CH:26][C:21]([C:18]5[CH:19]=[CH:20][C:15]([C:14]([N:11]6[CH2:10][CH2:9][NH:8][CH2:13][CH2:12]6)=[O:50])=[CH:16][CH:17]=5)=[CH:22][C:23]4=[N:29][CH:28]=3)=[CH:31][C:32]=2[F:49])=[O:38])[CH:44]=1)([CH3:48])([CH3:46])[CH3:47], predict the reactants needed to synthesize it. The reactants are: C(OC([N:8]1[CH2:13][CH2:12][N:11]([C:14](=[O:50])[C:15]2[CH:20]=[CH:19][C:18]([C:21]3[CH:26]=[CH:25][N:24]4[C:27]([C:30]5[CH:35]=[CH:34][C:33]([NH:36][C:37]([NH:39][C:40]6[CH:44]=[C:43]([C:45]([CH3:48])([CH3:47])[CH3:46])[O:42][N:41]=6)=[O:38])=[C:32]([F:49])[CH:31]=5)=[CH:28][N:29]=[C:23]4[CH:22]=3)=[CH:17][CH:16]=2)[CH2:10][CH2:9]1)=O)(C)(C)C.[ClH:51]. (8) Given the product [OH:33][C:7]1[C:8]2[N:26]=[C:25]([C:27]3[CH:28]=[CH:29][CH:30]=[CH:31][CH:32]=3)[S:24][C:9]=2[C:10]([C:12]2[CH:17]=[CH:16][C:15]([N:18]3[CH2:19][CH2:20][O:21][CH2:22][CH2:23]3)=[CH:14][CH:13]=2)=[N:11][C:6]=1[C:4]([NH:34][CH2:35][C:36]([OH:38])=[O:37])=[O:5], predict the reactants needed to synthesize it. The reactants are: C(O[C:4]([C:6]1[N:11]=[C:10]([C:12]2[CH:17]=[CH:16][C:15]([N:18]3[CH2:23][CH2:22][O:21][CH2:20][CH2:19]3)=[CH:14][CH:13]=2)[C:9]2[S:24][C:25]([C:27]3[CH:32]=[CH:31][CH:30]=[CH:29][CH:28]=3)=[N:26][C:8]=2[C:7]=1[OH:33])=[O:5])C.[NH2:34][CH2:35][C:36]([OH:38])=[O:37]. (9) Given the product [OH:56][C:53]1[CH:54]=[CH:55][C:50]([CH2:49][NH:48][C:12]([C:7]2[S:8][C:9]([CH3:11])=[C:10]3[C:6]=2[CH2:5][C@H:4]2[C:2]([CH3:1])([CH3:15])[C@H:3]23)=[O:14])=[CH:51][C:52]=1[CH3:57], predict the reactants needed to synthesize it. The reactants are: [CH3:1][C:2]1([CH3:15])[C@@H:4]2[CH2:5][C:6]3[C:10]([C@H:3]12)=[C:9]([CH3:11])[S:8][C:7]=3[C:12]([OH:14])=O.CN(C(ON1N=NC2C=CC=CC1=2)=[N+](C)C)C.[B-](F)(F)(F)F.C(N(C(C)C)C(C)C)C.Cl.[NH2:48][CH2:49][C:50]1[CH:55]=[CH:54][C:53]([OH:56])=[C:52]([CH3:57])[CH:51]=1.